Dataset: NCI-60 drug combinations with 297,098 pairs across 59 cell lines. Task: Regression. Given two drug SMILES strings and cell line genomic features, predict the synergy score measuring deviation from expected non-interaction effect. (1) Drug 2: C#CCC(CC1=CN=C2C(=N1)C(=NC(=N2)N)N)C3=CC=C(C=C3)C(=O)NC(CCC(=O)O)C(=O)O. Synergy scores: CSS=17.6, Synergy_ZIP=-10.1, Synergy_Bliss=-16.3, Synergy_Loewe=-28.5, Synergy_HSA=-13.3. Cell line: 786-0. Drug 1: COC1=CC(=CC(=C1O)OC)C2C3C(COC3=O)C(C4=CC5=C(C=C24)OCO5)OC6C(C(C7C(O6)COC(O7)C8=CC=CS8)O)O. (2) Drug 1: C1=CN(C(=O)N=C1N)C2C(C(C(O2)CO)O)O.Cl. Drug 2: CCC(=C(C1=CC=CC=C1)C2=CC=C(C=C2)OCCN(C)C)C3=CC=CC=C3.C(C(=O)O)C(CC(=O)O)(C(=O)O)O. Cell line: K-562. Synergy scores: CSS=47.7, Synergy_ZIP=3.60, Synergy_Bliss=2.65, Synergy_Loewe=0, Synergy_HSA=4.12.